Dataset: Forward reaction prediction with 1.9M reactions from USPTO patents (1976-2016). Task: Predict the product of the given reaction. (1) Given the reactants ClC1C(F)=C(C=C(C(F)(F)F)C=1)CN1CCC(COC2C(C3CC3)=CC(C(O)=O)=C(F)C=2)(F)CC1.[CH:36]1([C:39]2[C:40]([O:49][CH2:50][CH:51]3[CH2:56][CH2:55][N:54]([S:57]([C:60]4[CH:65]=[C:64]([F:66])[C:63]([F:67])=[C:62]([F:68])[CH:61]=4)(=[O:59])=[O:58])[CH2:53][CH2:52]3)=[CH:41][C:42]([F:48])=[C:43]([CH:47]=2)[C:44]([OH:46])=O)[CH2:38][CH2:37]1.CS(N)(=O)=O.[CH:74]1([S:77]([NH2:80])(=[O:79])=[O:78])[CH2:76][CH2:75]1, predict the reaction product. The product is: [CH:36]1([C:39]2[C:40]([O:49][CH2:50][CH:51]3[CH2:52][CH2:53][N:54]([S:57]([C:60]4[CH:61]=[C:62]([F:68])[C:63]([F:67])=[C:64]([F:66])[CH:65]=4)(=[O:58])=[O:59])[CH2:55][CH2:56]3)=[CH:41][C:42]([F:48])=[C:43]([CH:47]=2)[C:44]([NH:80][S:77]([CH:74]2[CH2:76][CH2:75]2)(=[O:79])=[O:78])=[O:46])[CH2:38][CH2:37]1. (2) The product is: [CH3:1][O:2][C:3]1[N:29]=[CH:28][CH:27]=[CH:26][C:4]=1[C:5]([NH:7][CH:8]1[C:14]2=[N:15][C:16]([C:20]3[CH:25]=[CH:24][N:23]=[CH:22][N:21]=3)=[CH:17][C:18](=[O:19])[N:13]2[CH2:12][CH2:11][N:10]([CH3:32])[CH2:9]1)=[O:6]. Given the reactants [CH3:1][O:2][C:3]1[N:29]=[CH:28][CH:27]=[CH:26][C:4]=1[C:5]([NH:7][CH:8]1[C:14]2=[N:15][C:16]([C:20]3[CH:25]=[CH:24][N:23]=[CH:22][N:21]=3)=[CH:17][C:18](=[O:19])[N:13]2[CH2:12][CH2:11][NH:10][CH2:9]1)=[O:6].C=O.[C:32](O[BH-](OC(=O)C)OC(=O)C)(=O)C.[Na+], predict the reaction product. (3) Given the reactants C(N(CC)C(C)C)(C)C.[Br-].[Li+].[F:12][C:13]([F:29])([F:28])[C:14]1[CH:15]=[C:16]([C:20]2([CH:26]=O)[CH2:25][CH2:24][O:23][CH2:22][CH2:21]2)[CH:17]=[CH:18][CH:19]=1.[CH3:30][CH2:31][O:32][C:33]([CH3:35])=[O:34], predict the reaction product. The product is: [F:12][C:13]([F:29])([F:28])[C:14]1[CH:15]=[C:16]([C:20]2([CH:26]=[CH:35][C:33]([O:32][CH2:31][CH3:30])=[O:34])[CH2:25][CH2:24][O:23][CH2:22][CH2:21]2)[CH:17]=[CH:18][CH:19]=1. (4) Given the reactants C(OC([N:8]1[CH:16]2[CH2:17][O:18][CH2:19][CH:9]1[C:10]1[CH:11]=[N:12][O:13][C:14]=1[CH:15]2[F:20])=O)(C)(C)C, predict the reaction product. The product is: [F:20][CH:15]1[CH:16]2[NH:8][CH:9]([CH2:19][O:18][CH2:17]2)[C:10]2[CH:11]=[N:12][O:13][C:14]1=2. (5) Given the reactants [CH2:1]([C:3]1([CH2:28][CH3:29])[CH2:8][CH2:7][CH:6]([C:9]2[CH:14]=[C:13]([N:15]3[CH2:19][CH2:18][C@@H:17]([O:20][CH3:21])[CH2:16]3)[CH:12]=[CH:11][C:10]=2[N:22]2[CH2:27][CH2:26][NH:25][CH2:24][CH2:23]2)[CH2:5][CH2:4]1)[CH3:2].[CH:30](=O)[CH2:31][CH2:32][CH3:33].C(O[BH-](OC(=O)C)OC(=O)C)(=O)C.[Na+].C(O)(=O)C.C(=O)([O-])O.[Na+], predict the reaction product. The product is: [CH2:30]([N:25]1[CH2:24][CH2:23][N:22]([C:10]2[CH:11]=[CH:12][C:13]([N:15]3[CH2:19][CH2:18][C@@H:17]([O:20][CH3:21])[CH2:16]3)=[CH:14][C:9]=2[CH:6]2[CH2:7][CH2:8][C:3]([CH2:1][CH3:2])([CH2:28][CH3:29])[CH2:4][CH2:5]2)[CH2:27][CH2:26]1)[CH2:31][CH2:32][CH3:33]. (6) Given the reactants C([SiH](CC)CC)C.FC(F)(F)C(O)=O.[Br:15][C:16]1[C:24]2[O:23][C:22]([C:25]([C:27]3[CH:32]=[CH:31][C:30]([O:33][CH3:34])=[C:29]([F:35])[CH:28]=3)=O)=[CH:21][C:20]=2[CH:19]=[CH:18][CH:17]=1, predict the reaction product. The product is: [Br:15][C:16]1[C:24]2[O:23][C:22]([CH2:25][C:27]3[CH:32]=[CH:31][C:30]([O:33][CH3:34])=[C:29]([F:35])[CH:28]=3)=[CH:21][C:20]=2[CH:19]=[CH:18][CH:17]=1.